Dataset: Peptide-MHC class I binding affinity with 185,985 pairs from IEDB/IMGT. Task: Regression. Given a peptide amino acid sequence and an MHC pseudo amino acid sequence, predict their binding affinity value. This is MHC class I binding data. (1) The peptide sequence is HMNKLPLAK. The MHC is HLA-A25:01 with pseudo-sequence HLA-A25:01. The binding affinity (normalized) is 0.0847. (2) The peptide sequence is THEGVVCAL. The MHC is HLA-B58:01 with pseudo-sequence HLA-B58:01. The binding affinity (normalized) is 0.213. (3) The peptide sequence is RRWIQLGLQK. The MHC is HLA-A02:01 with pseudo-sequence HLA-A02:01. The binding affinity (normalized) is 0. (4) The peptide sequence is IYTDEVYDY. The MHC is HLA-B18:01 with pseudo-sequence HLA-B18:01. The binding affinity (normalized) is 0.0847. (5) The MHC is HLA-A30:02 with pseudo-sequence HLA-A30:02. The binding affinity (normalized) is 0.150. The peptide sequence is AWIDNYNKF. (6) The peptide sequence is RPDTRHLRVL. The MHC is HLA-A02:01 with pseudo-sequence HLA-A02:01. The binding affinity (normalized) is 0. (7) The peptide sequence is KSYCQPLPE. The MHC is HLA-B40:01 with pseudo-sequence HLA-B40:01. The binding affinity (normalized) is 0.0847.